From a dataset of Retrosynthesis with 50K atom-mapped reactions and 10 reaction types from USPTO. Predict the reactants needed to synthesize the given product. Given the product CCOC(=O)c1cccc(NC(=O)c2cc(C(C)C)c(C(C)C)o2)c1, predict the reactants needed to synthesize it. The reactants are: CC(C)c1cc(C(=O)O)oc1C(C)C.CCOC(=O)c1cccc(N)c1.